Dataset: Catalyst prediction with 721,799 reactions and 888 catalyst types from USPTO. Task: Predict which catalyst facilitates the given reaction. Reactant: [CH3:1][N:2]([CH3:19])[S:3]([N:6]1[C:14]2[C:9](=[CH:10][CH:11]=[C:12]([CH2:17][OH:18])[C:13]=2[O:15][CH3:16])[CH:8]=[N:7]1)(=[O:5])=[O:4]. Product: [CH3:19][N:2]([CH3:1])[S:3]([N:6]1[C:14]2[C:9](=[CH:10][CH:11]=[C:12]([CH:17]=[O:18])[C:13]=2[O:15][CH3:16])[CH:8]=[N:7]1)(=[O:4])=[O:5]. The catalyst class is: 485.